This data is from Cav3 T-type calcium channel HTS with 100,875 compounds. The task is: Binary Classification. Given a drug SMILES string, predict its activity (active/inactive) in a high-throughput screening assay against a specified biological target. (1) The compound is O(C(=O)C1CN(CCC1)Cc1c(cccc1)C)CC. The result is 0 (inactive). (2) The drug is Brc1oc(C(=O)Nc2c(N3CCN(CC3)C(=O)CC)ccc(Cl)c2)cc1. The result is 0 (inactive). (3) The molecule is O=C(NC(C)C)C1(CCCC1)c1cc(OC)c(OC)cc1. The result is 0 (inactive). (4) The compound is O(CCOC(=O)c1cc(n2nnnc2)ccc1)c1ccc(OC)cc1. The result is 0 (inactive).